Predict the product of the given reaction. From a dataset of Forward reaction prediction with 1.9M reactions from USPTO patents (1976-2016). (1) Given the reactants CC1OC(CC2CCC(C3SC(C4C=CC(N)=CC=4)=CN=3)CC2)=NN=1.[N+:26]([C:29]1[CH:34]=[CH:33][C:32]([C:35]2[N:36]=[C:37]([CH:40]3[CH2:45][CH2:44][N:43]([CH2:46][C:47]([O:49][CH2:50][CH3:51])=[O:48])[CH2:42][CH2:41]3)[S:38][CH:39]=2)=[CH:31][CH:30]=1)([O-])=O, predict the reaction product. The product is: [NH2:26][C:29]1[CH:34]=[CH:33][C:32]([C:35]2[N:36]=[C:37]([CH:40]3[CH2:45][CH2:44][N:43]([CH2:46][C:47]([O:49][CH2:50][CH3:51])=[O:48])[CH2:42][CH2:41]3)[S:38][CH:39]=2)=[CH:31][CH:30]=1. (2) Given the reactants [Br:1][C:2]1[CH:3]=[C:4]2[C:8](=[CH:9][CH:10]=1)[CH:7](Cl)[CH2:6][CH2:5]2.[OH:12][C:13]1[CH:18]=[CH:17][C:16]([CH:19]([N:25]2[CH:29]=[CH:28][CH:27]=[N:26]2)[CH2:20][C:21]([O:23][CH3:24])=[O:22])=[CH:15][CH:14]=1, predict the reaction product. The product is: [Br:1][C:2]1[CH:3]=[C:4]2[C:8](=[CH:9][CH:10]=1)[CH:7]([O:12][C:13]1[CH:18]=[CH:17][C:16]([CH:19]([N:25]3[CH:29]=[CH:28][CH:27]=[N:26]3)[CH2:20][C:21]([O:23][CH3:24])=[O:22])=[CH:15][CH:14]=1)[CH2:6][CH2:5]2.